This data is from Catalyst prediction with 721,799 reactions and 888 catalyst types from USPTO. The task is: Predict which catalyst facilitates the given reaction. Reactant: [CH3:1][O:2][C:3]1[CH:20]=[CH:19][C:6]([C:7]([CH:9]2[CH2:14][CH2:13][N:12]([CH2:15][C:16]([OH:18])=O)[CH2:11][CH2:10]2)=[O:8])=[CH:5][CH:4]=1.CCN(C(C)C)C(C)C.CN(C(ON1N=NC2C=CC=NC1=2)=[N+](C)C)C.F[P-](F)(F)(F)(F)F.[CH:54]1([CH2:57][NH:58][CH2:59][C:60]2[NH:61][C:62](=[O:70])[C:63]3[CH2:69][O:68][CH2:67][CH2:66][C:64]=3[N:65]=2)[CH2:56][CH2:55]1. Product: [CH:54]1([CH2:57][N:58]([CH2:59][C:60]2[NH:61][C:62](=[O:70])[C:63]3[CH2:69][O:68][CH2:67][CH2:66][C:64]=3[N:65]=2)[C:16](=[O:18])[CH2:15][N:12]2[CH2:11][CH2:10][CH:9]([C:7](=[O:8])[C:6]3[CH:5]=[CH:4][C:3]([O:2][CH3:1])=[CH:20][CH:19]=3)[CH2:14][CH2:13]2)[CH2:56][CH2:55]1. The catalyst class is: 18.